This data is from Reaction yield outcomes from USPTO patents with 853,638 reactions. The task is: Predict the reaction yield, written as a fraction of the theoretical maximum amount of product (1.0 means a 100% yield; for example, 0.34 means a 34% yield). (1) The reactants are Br[C:2]1[O:6][C:5]([CH3:7])=[C:4]([CH:8]=[O:9])[CH:3]=1.[CH3:10][C:11]1[C:15](B(O)O)=[C:14]([CH3:19])[O:13][N:12]=1.C(=O)([O-])[O-].[Na+].[Na+].COCCOC. The catalyst is C1C=CC([P]([Pd]([P](C2C=CC=CC=2)(C2C=CC=CC=2)C2C=CC=CC=2)([P](C2C=CC=CC=2)(C2C=CC=CC=2)C2C=CC=CC=2)[P](C2C=CC=CC=2)(C2C=CC=CC=2)C2C=CC=CC=2)(C2C=CC=CC=2)C2C=CC=CC=2)=CC=1.O. The product is [CH3:10][C:11]1[C:15]([C:2]2[O:6][C:5]([CH3:7])=[C:4]([CH:8]=[O:9])[CH:3]=2)=[C:14]([CH3:19])[O:13][N:12]=1. The yield is 0.690. (2) The catalyst is CCOCC. The product is [CH2:23]([O:22][CH2:21][C:20]([NH:19][C:16]1[CH:15]=[C:3]2[C:2](=[CH:18][CH:17]=1)[N:1]=[C:38]([CH3:39])[N:6]([CH:7]1[CH2:12][CH2:11][C:10](=[O:13])[NH:9][C:8]1=[O:14])[C:4]2=[O:5])=[O:30])[C:24]1[CH:25]=[CH:26][CH:27]=[CH:28][CH:29]=1. The yield is 0.720. The reactants are [NH2:1][C:2]1[CH:18]=[CH:17][C:16]([NH:19][C:20](=[O:30])[CH2:21][O:22][CH2:23][C:24]2[CH:29]=[CH:28][CH:27]=[CH:26][CH:25]=2)=[CH:15][C:3]=1[C:4]([NH:6][CH:7]1[CH2:12][CH2:11][C:10](=[O:13])[NH:9][C:8]1=[O:14])=[O:5].C(OC)(OC)OC.[C:38]1(C)C=CC(S(O)(=O)=O)=C[CH:39]=1.O. (3) The reactants are [F:1][C:2]1[CH:7]=[CH:6][CH:5]=[C:4]([C:8]([F:11])([F:10])[F:9])[C:3]=1[CH:12]1[CH2:17][CH2:16][N:15]([C:18]([C:20]2[C:28]3[CH2:27][CH2:26][N:25](C(OC(C)(C)C)=O)[CH2:24][C:23]=3[NH:22][N:21]=2)=[O:19])[CH2:14][CH2:13]1.[ClH:36]. The catalyst is C(Cl)Cl.CCOCC. The product is [ClH:36].[F:1][C:2]1[CH:7]=[CH:6][CH:5]=[C:4]([C:8]([F:11])([F:10])[F:9])[C:3]=1[CH:12]1[CH2:17][CH2:16][N:15]([C:18]([C:20]2[C:28]3[CH2:27][CH2:26][NH:25][CH2:24][C:23]=3[NH:22][N:21]=2)=[O:19])[CH2:14][CH2:13]1. The yield is 0.970. (4) The reactants are [CH3:1][N:2]1[C:10]2[C:5](=[CH:6][C:7]([C:11]#[N:12])=[CH:8][CH:9]=2)[CH:4]=[N:3]1.Cl.[NH2:14][OH:15].C(=O)(O)[O-].[Na+]. The catalyst is CO. The product is [OH:15][N:14]=[C:11]([C:7]1[CH:6]=[C:5]2[C:10](=[CH:9][CH:8]=1)[N:2]([CH3:1])[N:3]=[CH:4]2)[NH2:12]. The yield is 0.700.